Dataset: Reaction yield outcomes from USPTO patents with 853,638 reactions. Task: Predict the reaction yield, written as a fraction of the theoretical maximum amount of product (1.0 means a 100% yield; for example, 0.34 means a 34% yield). (1) The reactants are [CH2:1]1[C:3]2([CH2:8][O:7][CH:6]([CH2:9][O:10][C:11]3[CH:16]=[CH:15][N:14]=[C:13]([CH2:17]O)[C:12]=3[CH3:19])[O:5][CH2:4]2)[CH2:2]1.C(N(CC)CC)C.CS(Cl)(=O)=O.[SH:32][C:33]1[NH:34][C:35]2[CH:41]=[CH:40][CH:39]=[CH:38][C:36]=2[N:37]=1. The catalyst is CO.O1CCCC1. The product is [CH2:1]1[C:3]2([CH2:8][O:7][CH:6]([CH2:9][O:10][C:11]3[CH:16]=[CH:15][N:14]=[C:13]([CH2:17][S:32][C:33]4[NH:37][C:36]5[CH:38]=[CH:39][CH:40]=[CH:41][C:35]=5[N:34]=4)[C:12]=3[CH3:19])[O:5][CH2:4]2)[CH2:2]1. The yield is 0.807. (2) The reactants are [H-].[Na+].[O:3]1[C:7]2[CH:8]=[CH:9][CH:10]=[CH:11][C:6]=2[NH:5][C:4]1=[O:12].[CH3:13]I. The catalyst is O1CCCC1. The product is [CH3:13][N:5]1[C:6]2[CH:11]=[CH:10][CH:9]=[CH:8][C:7]=2[O:3][C:4]1=[O:12]. The yield is 0.820. (3) The reactants are [C:1]([C:3](=[C:9]([C:16]1[CH:21]=[CH:20][CH:19]=[CH:18][CH:17]=1)[C:10]1[CH:15]=[CH:14][CH:13]=[CH:12][CH:11]=1)[C:4]([O:6][CH2:7][CH3:8])=[O:5])#[N:2].[C:22]([CH:26]1[CH2:31]CC(O)[CH2:28][CH2:27]1)([CH3:25])([CH3:24])[CH3:23].C([O-])([O-])=O.[Na+].[Na+].C(O)C. The catalyst is CO. The product is [C:1]([C:3](=[C:9]([C:16]1[CH:17]=[CH:18][CH:19]=[CH:20][CH:21]=1)[C:10]1[CH:11]=[CH:12][CH:13]=[CH:14][CH:15]=1)[C:4]([O:6][CH:7]1[CH2:28][CH2:27][CH:26]([C:22]([CH3:25])([CH3:24])[CH3:23])[CH2:31][CH2:8]1)=[O:5])#[N:2]. The yield is 0.670. (4) The reactants are [CH:1]([N:4]1[CH2:9][CH2:8][CH:7]([O:10][C:11]2[CH:19]=[CH:18][C:17]3[N:16]4[CH2:20][CH2:21][NH:22][C:23](=[O:24])[C:15]4=[CH:14][C:13]=3[CH:12]=2)[CH2:6][CH2:5]1)([CH3:3])[CH3:2].[H-].[Na+].[CH3:27]I. No catalyst specified. The product is [CH:1]([N:4]1[CH2:9][CH2:8][CH:7]([O:10][C:11]2[CH:19]=[CH:18][C:17]3[N:16]4[CH2:20][CH2:21][N:22]([CH3:27])[C:23](=[O:24])[C:15]4=[CH:14][C:13]=3[CH:12]=2)[CH2:6][CH2:5]1)([CH3:3])[CH3:2]. The yield is 0.220.